This data is from Forward reaction prediction with 1.9M reactions from USPTO patents (1976-2016). The task is: Predict the product of the given reaction. (1) Given the reactants [F:1][C:2]1[CH:10]=[CH:9][CH:8]=[CH:7][C:3]=1[C:4]([OH:6])=O.[CH3:11][N:12]1[CH2:17][CH2:16][N:15]([C:18]2[C:27]3[C:22](=[CH:23][C:24]4[CH2:30][CH2:29][NH:28][C:25]=4[CH:26]=3)[CH:21]=[CH:20][N:19]=2)[CH2:14][CH2:13]1, predict the reaction product. The product is: [F:1][C:2]1[CH:10]=[CH:9][CH:8]=[CH:7][C:3]=1[C:4]([N:28]1[C:25]2[CH:26]=[C:27]3[C:22]([CH:21]=[CH:20][N:19]=[C:18]3[N:15]3[CH2:14][CH2:13][N:12]([CH3:11])[CH2:17][CH2:16]3)=[CH:23][C:24]=2[CH2:30][CH2:29]1)=[O:6]. (2) Given the reactants [OH:1][CH:2]([C@@H:14]([NH:19]C(=O)OC(C)(C)C)[CH2:15][CH2:16][CH2:17][CH3:18])[CH2:3][NH:4][S:5]([C:8]1[CH:13]=[CH:12][CH:11]=[CH:10][N:9]=1)(=[O:7])=[O:6].O[C@@H]([C@@H](NC(=O)OC(C)(C)C)CCCC)CNS(C1C=CC=CN=1)(=O)=O.[ClH:53], predict the reaction product. The product is: [ClH:53].[NH2:19][C@@H:14]([CH2:15][CH2:16][CH2:17][CH3:18])[C@@H:2]([OH:1])[CH2:3][NH:4][S:5]([C:8]1[CH:13]=[CH:12][CH:11]=[CH:10][N:9]=1)(=[O:7])=[O:6].